Dataset: Full USPTO retrosynthesis dataset with 1.9M reactions from patents (1976-2016). Task: Predict the reactants needed to synthesize the given product. (1) Given the product [CH3:17][O:15][CH:11]([C:10]1[CH:13]=[CH:14][C:7]([C:5]2[O:6][C:2]([CH3:1])=[N:3][N:4]=2)=[CH:8][CH:9]=1)[C:23]([OH:24])=[O:21], predict the reactants needed to synthesize it. The reactants are: [CH3:1][C:2]1[O:6][C:5]([C:7]2[CH:14]=[CH:13][C:10]([CH:11]=O)=[CH:9][CH:8]=2)=[N:4][N:3]=1.[OH-:15].[K+].[CH:17](Br)(Br)Br.[OH-:21].[K+].[CH3:23][OH:24]. (2) Given the product [CH2:1]1[C:8]2[C:7]3[CH:9]=[C:10]([NH:13][C:14](=[O:19])[CH2:15][CH:16]([CH3:18])[CH3:17])[CH:11]=[CH:12][C:6]=3[O:5][C:4]=2[CH2:3][CH2:2]1, predict the reactants needed to synthesize it. The reactants are: [CH2:1]1[C:8]2[C:7]3[CH:9]=[C:10]([NH2:13])[CH:11]=[CH:12][C:6]=3[O:5][C:4]=2[CH2:3][CH2:2]1.[C:14](Cl)(=[O:19])[CH2:15][CH:16]([CH3:18])[CH3:17]. (3) Given the product [O:16]=[C:13]1[N:2]([C@@H:3]([C:5]2[CH:6]=[C:7]([CH:10]=[CH:11][CH:12]=2)[C:8]#[N:9])[CH3:4])[C:19](=[O:29])[CH2:18][O:17]1, predict the reactants needed to synthesize it. The reactants are: Cl.[NH2:2][C@@H:3]([C:5]1[CH:6]=[C:7]([CH:10]=[CH:11][CH:12]=1)[C:8]#[N:9])[CH3:4].[C:13]([O:17][CH2:18][CH3:19])(=[O:16])CO.C[O-].[Na+].C1N=CN(C(N2C=NC=C2)=[O:29])C=1. (4) Given the product [Br:1][C:2]1[CH:10]=[C:9]2[C:5]([CH:6]=[N:7][N:8]2[CH3:13])=[CH:4][CH:3]=1, predict the reactants needed to synthesize it. The reactants are: [Br:1][C:2]1[CH:10]=[C:9]2[C:5]([CH:6]=[N:7][NH:8]2)=[CH:4][CH:3]=1.[OH-].[K+].[CH3:13]I. (5) Given the product [CH2:1]([O:3][CH2:4][C:5]1[N:6]([CH2:19][C:20]2[O:24][N:23]=[C:22]([C:25]3[CH:26]=[N:27][CH:28]=[CH:29][CH:30]=3)[CH:21]=2)[C:7]2[C:12]([CH3:13])=[C:11]([CH3:14])[N:10]=[C:9]([NH2:17])[C:8]=2[N:18]=1)[CH3:2], predict the reactants needed to synthesize it. The reactants are: [CH2:1]([O:3][CH2:4][C:5]1[N:6]([CH2:19][C:20]2[O:24][N:23]=[C:22]([C:25]3[CH:26]=[N:27][CH:28]=[CH:29][CH:30]=3)[CH:21]=2)[C:7]2[C:12]([CH3:13])=[C:11]([CH3:14])[N:10]3N=N[N:17]=[C:9]3[C:8]=2[N:18]=1)[CH3:2].C1(P(C2C=CC=CC=2)C2C=CC=CC=2)C=CC=CC=1. (6) Given the product [Cl:36][C:37]1[CH:45]=[CH:44][C:40]([C:41]([NH:1][CH2:2][CH2:3][C:4]2[CH:5]=[CH:6][C:7]([O:8][CH2:9][CH2:10][C:11]3[CH:16]=[CH:15][C:14]([OH:17])=[C:13]([C@@H:18]([C:28]4[CH:29]=[CH:30][CH:31]=[CH:32][CH:33]=4)[CH2:19][CH2:20][N:21]([CH:25]([CH3:26])[CH3:27])[CH:22]([CH3:24])[CH3:23])[CH:12]=3)=[CH:34][CH:35]=2)=[O:42])=[CH:39][C:38]=1[OH:46], predict the reactants needed to synthesize it. The reactants are: [NH2:1][CH2:2][CH2:3][C:4]1[CH:35]=[CH:34][C:7]([O:8][CH2:9][CH2:10][C:11]2[CH:16]=[CH:15][C:14]([OH:17])=[C:13]([C@@H:18]([C:28]3[CH:33]=[CH:32][CH:31]=[CH:30][CH:29]=3)[CH2:19][CH2:20][N:21]([CH:25]([CH3:27])[CH3:26])[CH:22]([CH3:24])[CH3:23])[CH:12]=2)=[CH:6][CH:5]=1.[Cl:36][C:37]1[CH:45]=[CH:44][C:40]([C:41](O)=[O:42])=[CH:39][C:38]=1[OH:46]. (7) Given the product [Cl:34][C:35]1[CH:43]=[C:42]([Cl:44])[CH:41]=[CH:40][C:36]=1[C:37]([N:57]1[CH2:56][CH2:55][N:54]2[C:50]([C:49]3[S:45][N:46]=[CH:47][N:48]=3)=[N:51][N:52]=[C:53]2[CH2:58]1)=[O:39], predict the reactants needed to synthesize it. The reactants are: CN(C(ON1N=NC2C=CC=NC1=2)=[N+](C)C)C.F[P-](F)(F)(F)(F)F.CCN(C(C)C)C(C)C.[Cl:34][C:35]1[CH:43]=[C:42]([Cl:44])[CH:41]=[CH:40][C:36]=1[C:37]([OH:39])=O.[S:45]1[C:49]([C:50]2[N:54]3[CH2:55][CH2:56][NH:57][CH2:58][C:53]3=[N:52][N:51]=2)=[N:48][CH:47]=[N:46]1. (8) Given the product [C:15]([O:19][C:11](=[O:12])[CH2:10][CH2:9][CH2:8][CH2:7][CH2:6][CH2:5][C:3]([O:2][CH3:1])=[O:4])([CH3:18])([CH3:17])[CH3:16], predict the reactants needed to synthesize it. The reactants are: [CH3:1][O:2][C:3]([CH2:5][CH2:6][CH2:7][CH2:8][CH2:9][CH2:10][C:11](O)=[O:12])=[O:4].Cl.[C:15]([OH:19])([CH3:18])([CH3:17])[CH3:16]. (9) Given the product [Cl:16][C:17]1[N:22]=[C:21]([O:1][CH2:2][C:3]2([CH2:7][OH:8])[CH2:6][CH2:5][CH2:4]2)[CH:20]=[CH:19][N:18]=1, predict the reactants needed to synthesize it. The reactants are: [OH:1][CH2:2][C:3]1([CH2:7][OH:8])[CH2:6][CH2:5][CH2:4]1.CN(C)C=O.[H-].[Na+].[Cl:16][C:17]1[N:22]=[C:21](Cl)[CH:20]=[CH:19][N:18]=1.